Dataset: Reaction yield outcomes from USPTO patents with 853,638 reactions. Task: Predict the reaction yield, written as a fraction of the theoretical maximum amount of product (1.0 means a 100% yield; for example, 0.34 means a 34% yield). (1) The reactants are [OH:1][C@@:2]1([C:9]#[C:10][C:11]2[CH:12]=[C:13]([N:17]3[C:25]4[CH2:24][CH2:23][N:22]([C:26]5[S:27][CH:28]=[CH:29][N:30]=5)[CH2:21][C:20]=4[C:19]([C:31]([O:33]CC)=O)=[N:18]3)[CH:14]=[CH:15][CH:16]=2)[CH2:6][CH2:5][N:4]([CH3:7])[C:3]1=[O:8].[NH3:36]. No catalyst specified. The product is [OH:1][C@@:2]1([C:9]#[C:10][C:11]2[CH:12]=[C:13]([N:17]3[C:25]4[CH2:24][CH2:23][N:22]([C:26]5[S:27][CH:28]=[CH:29][N:30]=5)[CH2:21][C:20]=4[C:19]([C:31]([NH2:36])=[O:33])=[N:18]3)[CH:14]=[CH:15][CH:16]=2)[CH2:6][CH2:5][N:4]([CH3:7])[C:3]1=[O:8]. The yield is 0.180. (2) The reactants are Cl[CH2:2][C:3]1[CH:28]=[CH:27][C:6]([C:7]([NH:9][C:10]2[S:11][C:12]3[C:18]([N:19]4[CH2:24][CH2:23][O:22][CH2:21][CH2:20]4)=[CH:17][CH:16]=[C:15]([O:25][CH3:26])[C:13]=3[N:14]=2)=[O:8])=[CH:5][CH:4]=1.[CH3:29][NH:30][CH2:31][CH2:32][O:33][C:34](=[O:45])[C:35]1[CH:40]=[CH:39][C:38]([O:41][CH3:42])=[C:37]([O:43][CH3:44])[CH:36]=1.C(N(C(C)C)C(C)C)C. No catalyst specified. The product is [CH3:26][O:25][C:15]1[C:13]2[N:14]=[C:10]([NH:9][C:7]([C:6]3[CH:5]=[CH:4][C:3]([CH2:2][N:30]([CH3:29])[CH2:31][CH2:32][O:33][C:34](=[O:45])[C:35]4[CH:40]=[CH:39][C:38]([O:41][CH3:42])=[C:37]([O:43][CH3:44])[CH:36]=4)=[CH:28][CH:27]=3)=[O:8])[S:11][C:12]=2[C:18]([N:19]2[CH2:24][CH2:23][O:22][CH2:21][CH2:20]2)=[CH:17][CH:16]=1. The yield is 0.570. (3) The reactants are [Cl:1][C:2]1[C:3]([C:9]2[CH:14]=[CH:13][C:12]([F:15])=[C:11]([NH:16][CH2:17][C:18]3[CH:23]=[CH:22][CH:21]=[C:20]([F:24])[CH:19]=3)[N:10]=2)=[CH:4][C:5](F)=[N:6][CH:7]=1.[C@H:25]1([NH2:32])[CH2:30][CH2:29][C@H:28]([NH2:31])[CH2:27][CH2:26]1. The catalyst is CS(C)=O. The product is [NH2:31][C@H:28]1[CH2:29][CH2:30][C@H:25]([NH:32][C:5]2[CH:4]=[C:3]([C:9]3[CH:14]=[CH:13][C:12]([F:15])=[C:11]([NH:16][CH2:17][C:18]4[CH:23]=[CH:22][CH:21]=[C:20]([F:24])[CH:19]=4)[N:10]=3)[C:2]([Cl:1])=[CH:7][N:6]=2)[CH2:26][CH2:27]1. The yield is 0.440. (4) The reactants are [CH3:1][O:2][CH2:3][O:4][C:5]1[CH:6]=[C:7](/[C:11](=[C:17](\[C:20]2[CH:25]=[CH:24][CH:23]=[CH:22][CH:21]=2)/[CH2:18][CH3:19])/[C:12]([O:14]CC)=[O:13])[CH:8]=[CH:9][CH:10]=1.[OH-].[Na+].Cl. The catalyst is CO. The product is [CH3:1][O:2][CH2:3][O:4][C:5]1[CH:6]=[C:7](/[C:11](=[C:17](\[C:20]2[CH:21]=[CH:22][CH:23]=[CH:24][CH:25]=2)/[CH2:18][CH3:19])/[C:12]([OH:14])=[O:13])[CH:8]=[CH:9][CH:10]=1. The yield is 0.690. (5) The reactants are [Cl:1][CH2:2][CH2:3][CH2:4][O:5][C:6]1[CH:11]=[CH:10][C:9]([C:12]2[S:13][C:14]3[CH2:19][CH2:18][CH:17]([C:20]([O:22]CC)=[O:21])[C:15]=3[N:16]=2)=[CH:8][CH:7]=1.[OH-].[Na+]. The catalyst is CO. The product is [Cl:1][CH2:2][CH2:3][CH2:4][O:5][C:6]1[CH:7]=[CH:8][C:9]([C:12]2[S:13][C:14]3[CH2:19][CH2:18][CH:17]([C:20]([OH:22])=[O:21])[C:15]=3[N:16]=2)=[CH:10][CH:11]=1. The yield is 0.710. (6) The reactants are [O:1]=[C:2]1[C:11]2[CH:12]=[CH:13][S:14][C:10]=2[C:9]2[CH:8]=[CH:7][C:6]([C:15]([O:17][CH3:18])=[O:16])=[CH:5][C:4]=2[NH:3]1.C1C(=O)N([Br:26])C(=O)C1.O.N. The catalyst is C(Cl)(Cl)Cl.C(O)(=O)C. The product is [Br:26][C:13]1[S:14][C:10]2[C:9]3[CH:8]=[CH:7][C:6]([C:15]([O:17][CH3:18])=[O:16])=[CH:5][C:4]=3[NH:3][C:2](=[O:1])[C:11]=2[CH:12]=1. The yield is 0.760. (7) The reactants are [F:1][C:2]1[CH:7]=[CH:6][CH:5]=[C:4]([F:8])[C:3]=1[C:9]1[N:14]=[C:13]([C:15]([NH:17][C:18]2[CH:19]=[N:20][CH:21]=[CH:22][C:23]=2[C@H:24]2[CH2:29][C@@H:28]([NH:30]C(=O)OC(C)(C)C)[C@H:27]([S:38][CH3:39])[C@@H:26]([CH3:40])[CH2:25]2)=[O:16])[CH:12]=[CH:11][C:10]=1[F:41].[OH:42]OS([O-])=O.[K+].C(O)(C(F)(F)F)=O.C(Cl)Cl. The catalyst is C1COCC1.O.CCOC(C)=O. The product is [NH2:30][C@H:28]1[C@H:27]([S@:38]([CH3:39])=[O:42])[C@@H:26]([CH3:40])[CH2:25][C@@H:24]([C:23]2[CH:22]=[CH:21][N:20]=[CH:19][C:18]=2[NH:17][C:15](=[O:16])[C:13]2[CH:12]=[CH:11][C:10]([F:41])=[C:9]([C:3]3[C:2]([F:1])=[CH:7][CH:6]=[CH:5][C:4]=3[F:8])[N:14]=2)[CH2:29]1. The yield is 0.330. (8) The yield is 0.950. The catalyst is CO. The reactants are [CH2:1]([N:3]([CH2:29][CH3:30])[CH2:4][CH2:5][N:6]1[CH2:11][CH2:10][C:9]2[NH:12][C:13]([CH:16]=[C:17]3[C:25]4[C:20](=[CH:21][CH:22]=[C:23]([F:26])[CH:24]=4)[NH:19][C:18]3=[O:27])=[C:14]([CH3:15])[C:8]=2[C:7]1=[O:28])[CH3:2].[OH:31][CH:32]([CH2:36][C:37]([OH:39])=[O:38])[C:33]([OH:35])=[O:34]. The product is [C:33]([OH:35])(=[O:34])[CH:32]([CH2:36][C:37]([OH:39])=[O:38])[OH:31].[CH2:29]([N:3]([CH2:1][CH3:2])[CH2:4][CH2:5][N:6]1[CH2:11][CH2:10][C:9]2[NH:12][C:13]([CH:16]=[C:17]3[C:25]4[C:20](=[CH:21][CH:22]=[C:23]([F:26])[CH:24]=4)[NH:19][C:18]3=[O:27])=[C:14]([CH3:15])[C:8]=2[C:7]1=[O:28])[CH3:30]. (9) The reactants are [CH:1]1([CH2:6][CH:7]([C:11]2[CH:16]=[CH:15][C:14]([S:17]([CH3:20])(=[O:19])=[O:18])=[C:13]([N+:21]([O-:23])=[O:22])[CH:12]=2)[C:8](O)=[O:9])[CH2:5][CH2:4][CH2:3][CH2:2]1.C(N(CC)CC)C.F[P-](F)(F)(F)(F)F.N1(O[P+](N(C)C)(N(C)C)N(C)C)C2C=CC=CC=2N=N1.[NH2:58][C:59]1[CH:64]=[CH:63][N:62]=[CH:61][N:60]=1. The catalyst is C(Cl)Cl. The product is [CH:1]1([CH2:6][CH:7]([C:11]2[CH:16]=[CH:15][C:14]([S:17]([CH3:20])(=[O:19])=[O:18])=[C:13]([N+:21]([O-:23])=[O:22])[CH:12]=2)[C:8]([NH:58][C:59]2[CH:64]=[CH:63][N:62]=[CH:61][N:60]=2)=[O:9])[CH2:2][CH2:3][CH2:4][CH2:5]1. The yield is 0.300.